This data is from NCI-60 drug combinations with 297,098 pairs across 59 cell lines. The task is: Regression. Given two drug SMILES strings and cell line genomic features, predict the synergy score measuring deviation from expected non-interaction effect. (1) Drug 1: CC1C(C(CC(O1)OC2CC(OC(C2O)C)OC3=CC4=CC5=C(C(=O)C(C(C5)C(C(=O)C(C(C)O)O)OC)OC6CC(C(C(O6)C)O)OC7CC(C(C(O7)C)O)OC8CC(C(C(O8)C)O)(C)O)C(=C4C(=C3C)O)O)O)O. Drug 2: C(CN)CNCCSP(=O)(O)O. Cell line: SNB-19. Synergy scores: CSS=3.76, Synergy_ZIP=-0.701, Synergy_Bliss=-2.93, Synergy_Loewe=-46.3, Synergy_HSA=-2.25. (2) Drug 1: C1C(C(OC1N2C=NC3=C(N=C(N=C32)Cl)N)CO)O. Drug 2: N.N.Cl[Pt+2]Cl. Cell line: OVCAR-4. Synergy scores: CSS=54.5, Synergy_ZIP=-0.854, Synergy_Bliss=0.407, Synergy_Loewe=-2.15, Synergy_HSA=1.31.